From a dataset of NCI-60 drug combinations with 297,098 pairs across 59 cell lines. Regression. Given two drug SMILES strings and cell line genomic features, predict the synergy score measuring deviation from expected non-interaction effect. (1) Drug 1: CC(C1=C(C=CC(=C1Cl)F)Cl)OC2=C(N=CC(=C2)C3=CN(N=C3)C4CCNCC4)N. Drug 2: CN(CC1=CN=C2C(=N1)C(=NC(=N2)N)N)C3=CC=C(C=C3)C(=O)NC(CCC(=O)O)C(=O)O. Cell line: HT29. Synergy scores: CSS=21.6, Synergy_ZIP=-4.63, Synergy_Bliss=-9.08, Synergy_Loewe=-15.6, Synergy_HSA=-9.06. (2) Drug 1: CN1CCC(CC1)COC2=C(C=C3C(=C2)N=CN=C3NC4=C(C=C(C=C4)Br)F)OC. Drug 2: CC12CCC3C(C1CCC2=O)CC(=C)C4=CC(=O)C=CC34C. Cell line: HOP-92. Synergy scores: CSS=59.6, Synergy_ZIP=6.81, Synergy_Bliss=6.06, Synergy_Loewe=7.14, Synergy_HSA=7.28. (3) Drug 1: CCC1=CC2CC(C3=C(CN(C2)C1)C4=CC=CC=C4N3)(C5=C(C=C6C(=C5)C78CCN9C7C(C=CC9)(C(C(C8N6C)(C(=O)OC)O)OC(=O)C)CC)OC)C(=O)OC.C(C(C(=O)O)O)(C(=O)O)O. Drug 2: B(C(CC(C)C)NC(=O)C(CC1=CC=CC=C1)NC(=O)C2=NC=CN=C2)(O)O. Cell line: IGROV1. Synergy scores: CSS=28.5, Synergy_ZIP=-9.97, Synergy_Bliss=-2.53, Synergy_Loewe=-1.23, Synergy_HSA=-1.66.